Dataset: Reaction yield outcomes from USPTO patents with 853,638 reactions. Task: Predict the reaction yield, written as a fraction of the theoretical maximum amount of product (1.0 means a 100% yield; for example, 0.34 means a 34% yield). (1) The reactants are [O:1]=[C:2]1[N:11]([C:12]2[CH:17]=[CH:16][C:15]([NH:18][C:19]([NH:21][S:22]([C:25]3[S:26][C:27]([N+:30]([O-])=O)=[CH:28][CH:29]=3)(=[O:24])=[O:23])=[O:20])=[CH:14][CH:13]=2)[C:10](=[O:33])[C:9]2[C:4](=[CH:5][CH:6]=[CH:7][CH:8]=2)[NH:3]1.C(N(CC)CC)C. The catalyst is CO.[Pd]. The yield is 0.330. The product is [NH2:30][C:27]1[S:26][C:25]([S:22]([NH:21][C:19]([NH:18][C:15]2[CH:16]=[CH:17][C:12]([N:11]3[C:10](=[O:33])[C:9]4[C:4](=[CH:5][CH:6]=[CH:7][CH:8]=4)[NH:3][C:2]3=[O:1])=[CH:13][CH:14]=2)=[O:20])(=[O:23])=[O:24])=[CH:29][CH:28]=1. (2) The reactants are [CH:1]1([O:6][C:7]2[CH:12]=[CH:11][C:10]([CH2:13][C:14](Cl)=[N:15][OH:16])=[CH:9][CH:8]=2)[CH2:5][CH2:4][CH2:3][CH2:2]1.[C:18]([C:20]1[C:21]([NH2:27])=[N:22][C:23]([NH2:26])=[CH:24][CH:25]=1)#[CH:19].C(N(CC)CC)C. The catalyst is O1CCCC1. The product is [CH:1]1([O:6][C:7]2[CH:12]=[CH:11][C:10]([CH2:13][C:14]3[CH:19]=[C:18]([C:20]4[C:21]([NH2:27])=[N:22][C:23]([NH2:26])=[CH:24][CH:25]=4)[O:16][N:15]=3)=[CH:9][CH:8]=2)[CH2:5][CH2:4][CH2:3][CH2:2]1. The yield is 0.310. (3) The catalyst is CO.[Pd]. The reactants are [N:1]([CH2:4][C@@H:5]([NH:13][C:14](=[O:20])[O:15][C:16]([CH3:19])([CH3:18])[CH3:17])[CH2:6][CH:7]1[CH2:12][CH2:11][CH2:10][CH2:9][CH2:8]1)=[N+]=[N-]. The product is [NH2:1][CH2:4][C@@H:5]([NH:13][C:14](=[O:20])[O:15][C:16]([CH3:18])([CH3:17])[CH3:19])[CH2:6][CH:7]1[CH2:12][CH2:11][CH2:10][CH2:9][CH2:8]1. The yield is 0.860. (4) The catalyst is ClCCl. The reactants are [Br:1]N1C(=O)CCC1=O.[CH3:9][C:10]([O:13][C:14]([NH:16][C:17]1[CH:18]=[C:19]2[C:23](=[CH:24][CH:25]=1)[NH:22][C:21]([C:26]([O:28][CH2:29][CH3:30])=[O:27])=[CH:20]2)=[O:15])([CH3:12])[CH3:11]. The product is [Br:1][C:20]1[C:19]2[C:23](=[CH:24][CH:25]=[C:17]([NH:16][C:14]([O:13][C:10]([CH3:9])([CH3:11])[CH3:12])=[O:15])[CH:18]=2)[NH:22][C:21]=1[C:26]([O:28][CH2:29][CH3:30])=[O:27]. The yield is 0.480. (5) The reactants are F[C:2]1[CH:7]=[C:6]([C:8]2[N:12]3[N:13]=[CH:14][CH:15]=[CH:16][C:11]3=[N:10][C:9]=2[C:17]2[CH:22]=[CH:21][CH:20]=[C:19]([CH3:23])[CH:18]=2)[CH:5]=[CH:4][N:3]=1.[CH:24]1([CH2:27][NH2:28])[CH2:26][CH2:25]1. No catalyst specified. The product is [CH:24]1([CH2:27][NH:28][C:2]2[CH:7]=[C:6]([C:8]3[N:12]4[N:13]=[CH:14][CH:15]=[CH:16][C:11]4=[N:10][C:9]=3[C:17]3[CH:22]=[CH:21][CH:20]=[C:19]([CH3:23])[CH:18]=3)[CH:5]=[CH:4][N:3]=2)[CH2:26][CH2:25]1. The yield is 0.830. (6) The reactants are Br[C:2]1[CH:3]=[C:4]([CH:7]=[CH:8][CH:9]=1)[C:5]#[N:6].[C:10]([O:14][C:15]([CH3:18])([CH3:17])[CH3:16])(=[O:13])[NH:11][NH2:12].C(=O)([O-])[O-].[Cs+].[Cs+]. The catalyst is C1COCC1.C1C=CC(/C=C/C(/C=C/C2C=CC=CC=2)=O)=CC=1.C1C=CC(/C=C/C(/C=C/C2C=CC=CC=2)=O)=CC=1.[Pd].C1(P(C2C=CC=CC=2)[C-]2C=CC=C2)C=CC=CC=1.[C-]1(P(C2C=CC=CC=2)C2C=CC=CC=2)C=CC=C1.[Fe+2]. The product is [C:5]([C:4]1[CH:3]=[C:2]([N:11]([NH2:12])[C:10]([O:14][C:15]([CH3:18])([CH3:17])[CH3:16])=[O:13])[CH:9]=[CH:8][CH:7]=1)#[N:6]. The yield is 0.247. (7) The reactants are [C:1]([NH:9][C:10]1[C:11]2[N:12]=[CH:13][N:14]([C:30]=2[N:31]=[CH:32][N:33]=1)[C@@H:15]1[O:29][C@H:19]([CH2:20][O:21][Si:22]([C:25]([CH3:28])([CH3:27])[CH3:26])([CH3:24])[CH3:23])[C@@H:17]([OH:18])[CH2:16]1)(=[O:8])[C:2]1[CH:7]=[CH:6][CH:5]=[CH:4][CH:3]=1.[CH3:34][S:35]([CH3:37])=O.C(OC(=O)C)(=O)C.C([O-])(O)=O.[Na+]. The catalyst is C(O)(=O)C. The product is [C:1]([NH:9][C:10]1[C:11]2[N:12]=[CH:13][N:14]([C:30]=2[N:31]=[CH:32][N:33]=1)[C@@H:15]1[O:29][C@H:19]([CH2:20][O:21][Si:22]([C:25]([CH3:26])([CH3:27])[CH3:28])([CH3:24])[CH3:23])[C@@H:17]([O:18][CH2:34][S:35][CH3:37])[CH2:16]1)(=[O:8])[C:2]1[CH:3]=[CH:4][CH:5]=[CH:6][CH:7]=1. The yield is 0.710. (8) The catalyst is O1CCCC1. The yield is 0.390. The reactants are [Li].[N:2]1([C:8]2[N:13]=[C:12]([NH:14][C:15]3[CH:20]=[CH:19][C:18]([C:21]4([C:26](O)=[O:27])[CH2:25][CH2:24][CH2:23][CH2:22]4)=[CH:17][CH:16]=3)[C:11]3[CH2:29][CH2:30][CH2:31][C:10]=3[N:9]=2)[CH2:7][CH2:6][O:5][CH2:4][CH2:3]1. The product is [N:2]1([C:8]2[N:13]=[C:12]([NH:14][C:15]3[CH:16]=[CH:17][C:18]([C:21]4([CH2:26][OH:27])[CH2:22][CH2:23][CH2:24][CH2:25]4)=[CH:19][CH:20]=3)[C:11]3[CH2:29][CH2:30][CH2:31][C:10]=3[N:9]=2)[CH2:7][CH2:6][O:5][CH2:4][CH2:3]1. (9) The reactants are [Br:1][C:2]1[N:7]=[C:6]([C:8]([CH3:10])=[CH2:9])[C:5]([F:11])=[CH:4][CH:3]=1.[OH2:12].C[N+]1([O-])CC[O:17]CC1.S(S([O-])=O)([O-])=O.[Na+].[Na+]. The catalyst is CC(C)=O.O.[Os](=O)(=O)(=O)=O. The product is [Br:1][C:2]1[N:7]=[C:6]([C:8]([OH:17])([CH3:10])[CH2:9][OH:12])[C:5]([F:11])=[CH:4][CH:3]=1. The yield is 0.910.